From a dataset of hERG potassium channel inhibition data for cardiac toxicity prediction from Karim et al.. Regression/Classification. Given a drug SMILES string, predict its toxicity properties. Task type varies by dataset: regression for continuous values (e.g., LD50, hERG inhibition percentage) or binary classification for toxic/non-toxic outcomes (e.g., AMES mutagenicity, cardiotoxicity, hepatotoxicity). Dataset: herg_karim. (1) The drug is Cc1nn(C2CCN(C(=O)[C@H](C)N)CC2)c(C)c1Nc1ncc(Cl)c(-c2cnn3ccccc23)n1. The result is 0 (non-blocker). (2) The compound is N#Cc1nc(CCCN2CCOCC2)cc(-c2cccc(C(F)(F)F)c2)n1. The result is 1 (blocker).